This data is from Reaction yield outcomes from USPTO patents with 853,638 reactions. The task is: Predict the reaction yield, written as a fraction of the theoretical maximum amount of product (1.0 means a 100% yield; for example, 0.34 means a 34% yield). (1) The reactants are N[C:2]1[CH:3]=[CH:4][C:5]([O:8][CH3:9])=[N:6][CH:7]=1.[N+]([O-])([O-])=O.[Na+].[F:15][P-](F)(F)(F)(F)F.[H+]. The catalyst is Cl.O. The product is [F:15][C:2]1[CH:3]=[CH:4][C:5]([O:8][CH3:9])=[N:6][CH:7]=1. The yield is 0.270. (2) The reactants are [CH3:1][NH:2][C:3]1[CH:8]=[CH:7][CH:6]=[CH:5][CH:4]=1.[C:9]1(=[O:16])[CH2:14][CH2:13][C:12](=O)[CH2:11][CH2:10]1.C(N(CC)CC)C. The catalyst is C(O)C. The product is [OH:16][C:9]1[CH:10]=[CH:11][C:12]([N:2]([CH3:1])[C:3]2[CH:8]=[CH:7][CH:6]=[CH:5][CH:4]=2)=[CH:13][CH:14]=1. The yield is 0.321. (3) The reactants are [CH:1]([Si:4](Cl)([CH:8]([CH3:10])[CH3:9])[CH:5]([CH3:7])[CH3:6])([CH3:3])[CH3:2].[NH2:12][C:13]1[N:17]([C:18]2[CH:19]=[C:20]([OH:24])[CH:21]=[CH:22][CH:23]=2)[N:16]=[C:15]([C:25]([CH3:28])([CH3:27])[CH3:26])[CH:14]=1.N1C=CN=C1. The catalyst is CN(C=O)C. The product is [C:25]([C:15]1[CH:14]=[C:13]([NH2:12])[N:17]([C:18]2[CH:23]=[CH:22][CH:21]=[C:20]([O:24][Si:4]([CH:8]([CH3:10])[CH3:9])([CH:5]([CH3:7])[CH3:6])[CH:1]([CH3:3])[CH3:2])[CH:19]=2)[N:16]=1)([CH3:28])([CH3:26])[CH3:27]. The yield is 0.990. (4) The reactants are [CH3:1][O:2][C:3]1[CH:9]=[CH:8][C:6]([NH2:7])=[CH:5][CH:4]=1.[Cl:10][CH2:11][C:12](O)=[O:13].CCN=C=NCCCN(C)C.C1C=CC2N(O)N=NC=2C=1.CN1CCOCC1. The catalyst is C(Cl)Cl. The product is [Cl:10][CH2:11][C:12]([NH:7][C:6]1[CH:8]=[CH:9][C:3]([O:2][CH3:1])=[CH:4][CH:5]=1)=[O:13]. The yield is 0.200. (5) The reactants are C(C(CCCC=C)(C(O)=O)C(O)=O)CCC=C.C(OCC)(=O)CC(OCC)=O.[H-].[Na+].BrCCCCC=C.[CH2:38]([C:44]([CH2:51][CH2:52][CH2:53][CH2:54][CH:55]=[CH2:56])(C(O)=O)[C:45]([OH:47])=[O:46])[CH2:39][CH2:40][CH2:41][CH:42]=[CH2:43]. The catalyst is C1COCC1. The product is [CH2:51]([CH:44]([CH2:38][CH2:39][CH2:40][CH2:41][CH:42]=[CH2:43])[C:45]([OH:47])=[O:46])[CH2:52][CH2:53][CH2:54][CH:55]=[CH2:56]. The yield is 0.136. (6) The reactants are F[C:2]1[CH:9]=[CH:8][C:5]([C:6]#[N:7])=[CH:4][CH:3]=1.C(=O)([O-])[O-].[Cs+].[Cs+].[NH:16]1[CH:20]=[CH:19][CH:18]=[N:17]1. The catalyst is CN(C)C=O. The product is [N:16]1([C:2]2[CH:9]=[CH:8][C:5]([C:6]#[N:7])=[CH:4][CH:3]=2)[CH:20]=[CH:19][CH:18]=[N:17]1. The yield is 0.470.